Predict the reaction yield, written as a fraction of the theoretical maximum amount of product (1.0 means a 100% yield; for example, 0.34 means a 34% yield). From a dataset of Reaction yield outcomes from USPTO patents with 853,638 reactions. (1) The reactants are [C:1]([NH:9][C:10]1[CH:15]=[CH:14][C:13]([C:16]2[CH:24]=[C:23]3[C:19]([CH2:20][N:21]([C@@H:26]([CH:31]([CH3:33])[CH3:32])[C:27]([O:29][CH3:30])=[O:28])[C:22]3=[O:25])=[CH:18][CH:17]=2)=[CH:12][CH:11]=1)(=[O:8])[C:2]1[CH:7]=[CH:6][CH:5]=[CH:4][CH:3]=1.NC1C=CC(C2C=C3C(CN([C@@H](C(C)C)C(OC)=O)C3=O)=CC=2)=CC=1.[O:59](C1C=C(C=CC=1)C(Cl)=O)[C:60]1[CH:65]=[CH:64][CH:63]=[CH:62][CH:61]=1. No catalyst specified. The product is [CH3:32][CH:31]([CH3:33])[C@H:26]([N:21]1[CH2:20][C:19]2[C:23](=[CH:24][C:16]([C:13]3[CH:12]=[CH:11][C:10]([NH:9][C:1](=[O:8])[C:2]4[CH:3]=[CH:4][CH:5]=[C:6]([O:59][C:60]5[CH:65]=[CH:64][CH:63]=[CH:62][CH:61]=5)[CH:7]=4)=[CH:15][CH:14]=3)=[CH:17][CH:18]=2)[C:22]1=[O:25])[C:27]([O:29][CH3:30])=[O:28]. The yield is 0.700. (2) The reactants are [F:1][C:2]1[CH:7]=[CH:6][C:5]([O:8][CH3:9])=[CH:4][C:3]=1[C:10]1[CH:15]=[CH:14][C:13]([CH2:16]O)=[CH:12][C:11]=1[C:18]1[C@@:19]2([CH3:27])[C:24]([CH3:26])([CH3:25])[C@@H:22]([CH:23]=1)[CH2:21][CH2:20]2.S(Cl)([Cl:30])=O. The catalyst is C(Cl)Cl.CN(C=O)C. The product is [CH3:9][O:8][C:5]1[CH:4]=[C:3]([C:10]2[CH:15]=[CH:14][C:13]([CH2:16][Cl:30])=[CH:12][C:11]=2[C:18]2[C@@:19]3([CH3:27])[C:24]([CH3:26])([CH3:25])[C@@H:22]([CH:23]=2)[CH2:21][CH2:20]3)[C:2]([F:1])=[CH:7][CH:6]=1. The yield is 0.950. (3) The reactants are [O:1]=[C:2]1[C:10]2([C:14]3=[CH:15][C:16]4[O:20][CH2:19][O:18][C:17]=4[CH:21]=[C:13]3[O:12][CH2:11]2)[C:9]2[C:4](=[CH:5][CH:6]=[CH:7][CH:8]=2)[N:3]1[CH2:22][CH2:23][CH:24]=O.[NH2:26][CH2:27][CH:28]1[CH2:30][CH2:29]1.C(O[BH-](OC(=O)C)OC(=O)C)(=O)C.C1(OC2C=CC(C=O)=CC=2)C=CC=CC=1. The catalyst is C1COCC1.CCOCC. The product is [CH:28]1([CH2:27][NH:26][CH2:24][CH2:23][CH2:22][N:3]2[C:4]3[C:9](=[CH:8][CH:7]=[CH:6][CH:5]=3)[C:10]3([C:14]4=[CH:15][C:16]5[O:20][CH2:19][O:18][C:17]=5[CH:21]=[C:13]4[O:12][CH2:11]3)[C:2]2=[O:1])[CH2:30][CH2:29]1. The yield is 0.620. (4) The reactants are [C:1]([O:5][C:6]([NH:8][CH2:9][C@H:10]1[CH2:15][CH2:14][C@H:13](C(O)=O)[CH2:12][CH2:11]1)=[O:7])([CH3:4])([CH3:3])[CH3:2].C([N:21]([CH2:24]C)CC)C.C1(P(N=[N+]=[N-])(C2C=CC=CC=2)=[O:33])C=CC=CC=1.[CH2:43]([OH:50])[C:44]1[CH:49]=[CH:48][CH:47]=[CH:46][CH:45]=1. The catalyst is C1C=CC=CC=1. The product is [CH2:43]([O:50][C:24](=[O:33])[NH:21][C@H:13]1[CH2:12][CH2:11][C@H:10]([CH2:9][NH:8][C:6]([O:5][C:1]([CH3:2])([CH3:3])[CH3:4])=[O:7])[CH2:15][CH2:14]1)[C:44]1[CH:49]=[CH:48][CH:47]=[CH:46][CH:45]=1. The yield is 1.00. (5) The reactants are [CH3:1][O:2][CH2:3][CH2:4][N:5]([CH3:20])[C:6]1[CH:7]=[CH:8][C:9]2[O:13][C:12]([C:14](OC)=[O:15])=[C:11]([CH3:18])[C:10]=2[CH:19]=1.[H-].[Al+3].[Li+].[H-].[H-].[H-].C[N+]1([O-])CCOCC1. The catalyst is O1CCCC1.C(#N)C.[Ru]([O-])(=O)(=O)=O.C([N+](CCC)(CCC)CCC)CC. The product is [CH3:1][O:2][CH2:3][CH2:4][N:5]([CH3:20])[C:6]1[CH:7]=[CH:8][C:9]2[O:13][C:12]([CH:14]=[O:15])=[C:11]([CH3:18])[C:10]=2[CH:19]=1. The yield is 0.0300.